Predict the product of the given reaction. From a dataset of Forward reaction prediction with 1.9M reactions from USPTO patents (1976-2016). (1) Given the reactants [CH3:1][N:2]([CH3:17])[C:3]1[CH:4]=[C:5]([C:9]([F:16])([F:15])[C:10]([O:12]CC)=[O:11])[CH:6]=[CH:7][CH:8]=1.O.[OH-].[Li+], predict the reaction product. The product is: [CH3:1][N:2]([CH3:17])[C:3]1[CH:4]=[C:5]([C:9]([F:15])([F:16])[C:10]([OH:12])=[O:11])[CH:6]=[CH:7][CH:8]=1. (2) Given the reactants [CH:1]1[C:6]([C:7]2[CH:12]=[CH:11][C:10]3[C:13]([O:15][C:16](=[O:17])[C:9]=3[CH:8]=2)=[O:14])=[CH:5][C:4]2[C:18]([O:20][C:21](=[O:22])[C:3]=2[CH:2]=1)=[O:19].C1C2C(OC(=O)C=2C=C2C(OC(=O)C=12)=O)=O.C1C(OC2C=CC3C(OC(=O)C=3C=2)=O)=CC2C(OC(=O)C=2C=1)=O, predict the reaction product. The product is: [CH:12]1[C:7]2[C:6]3[CH:1]=[CH:2][C:3]4[C:21]([O:20][C:18](=[O:19])[C:10](=[C:9]([C:16](=[O:17])[O:15][C:13](=[O:14])[C:4]=4[CH:5]=3)[CH:8]=2)[CH:11]=1)=[O:22].